Dataset: Forward reaction prediction with 1.9M reactions from USPTO patents (1976-2016). Task: Predict the product of the given reaction. The product is: [CH2:21]([N:24]([CH2:14][C:13]([OH:16])=[O:15])[CH2:10][C:9]([OH:12])=[O:11])[CH2:22][N:23]([CH2:6][C:5]([OH:8])=[O:7])[CH2:2][C:1]([OH:4])=[O:3]. Given the reactants [C:1]([O-:4])(=[O:3])[CH3:2].[C:5]([O-:8])(=[O:7])[CH3:6].[C:9]([O-:12])(=[O:11])[CH3:10].[C:13]([O-:16])(=[O:15])[CH3:14].[Na+].[Na+].[Na+].[Na+].[CH2:21]([NH2:24])[CH2:22][NH2:23], predict the reaction product.